From a dataset of Reaction yield outcomes from USPTO patents with 853,638 reactions. Predict the reaction yield, written as a fraction of the theoretical maximum amount of product (1.0 means a 100% yield; for example, 0.34 means a 34% yield). The reactants are [N:1]1[CH:6]=[CH:5][CH:4]=[CH:3][C:2]=1[C:7](Cl)=[O:8].[N+:10]([C:13]1[CH:22]=[CH:21][CH:20]=[CH:19][C:14]=1[C:15]([NH:17][NH2:18])=[O:16])([O-:12])=[O:11].C(N(CC)CC)C. The catalyst is CN(C=O)C.C(Cl)Cl. The product is [N+:10]([C:13]1[CH:22]=[CH:21][CH:20]=[CH:19][C:14]=1[C:15]([NH:17][NH:18][C:7](=[O:8])[C:2]1[CH:3]=[CH:4][CH:5]=[CH:6][N:1]=1)=[O:16])([O-:12])=[O:11]. The yield is 0.830.